From a dataset of Catalyst prediction with 721,799 reactions and 888 catalyst types from USPTO. Predict which catalyst facilitates the given reaction. (1) The catalyst class is: 6. Product: [O:18]=[C:17]1[N:1]([C:2]2[CH:3]=[CH:4][C:5]3[O:10][CH2:9][C:8](=[O:11])[NH:7][C:6]=3[CH:12]=2)[CH2:15][CH:14]([C:13]([OH:21])=[O:20])[CH2:16]1. Reactant: [NH2:1][C:2]1[CH:3]=[CH:4][C:5]2[O:10][CH2:9][C:8](=[O:11])[NH:7][C:6]=2[CH:12]=1.[C:13]([OH:21])(=[O:20])[C:14]([CH2:16][C:17](O)=[O:18])=[CH2:15]. (2) Reactant: [F:1][C:2]1[CH:3]=[C:4]([NH:10][C:11]2[N:19]=[CH:18][CH:17]=[CH:16][C:12]=2[C:13]([OH:15])=O)[CH:5]=[C:6]([O:8][CH3:9])[CH:7]=1.[CH3:20][C:21]([NH2:25])([C:23]#[CH:24])[CH3:22].C1C=CC2N(O)N=NC=2C=1.CCN=C=NCCCN(C)C.CCN(C(C)C)C(C)C. Product: [F:1][C:2]1[CH:3]=[C:4]([NH:10][C:11]2[N:19]=[CH:18][CH:17]=[CH:16][C:12]=2[C:13]([NH:25][C:21]([CH3:22])([C:23]#[CH:24])[CH3:20])=[O:15])[CH:5]=[C:6]([O:8][CH3:9])[CH:7]=1. The catalyst class is: 2. (3) Reactant: [H-].[Al+3].[Li+].[H-].[H-].[H-].C([O:9][C:10]([C:12]1[O:16][C:15]([C:17]2[C:25]3[C:20](=[C:21]([O:26][CH3:27])[CH:22]=[CH:23][CH:24]=3)[N:19]([CH2:28][CH:29]3[CH2:34][CH2:33][CH2:32][CH2:31][CH2:30]3)[CH:18]=2)=[N:14][C:13]=1[CH3:35])=O)C.C1(CN2C3C(=CC=CC=3OC)C(C3OC=C(C)N=3)=C2)CCCCC1.O.O.O.O.O.O.O.O.O.O.S([O-])([O-])(=O)=O.[Na+].[Na+]. Product: [CH:29]1([CH2:28][N:19]2[C:20]3[C:25](=[CH:24][CH:23]=[CH:22][C:21]=3[O:26][CH3:27])[C:17]([C:15]3[O:16][C:12]([CH2:10][OH:9])=[C:13]([CH3:35])[N:14]=3)=[CH:18]2)[CH2:34][CH2:33][CH2:32][CH2:31][CH2:30]1. The catalyst class is: 305. (4) Reactant: [Cl:1][C:2]1[C:3]([OH:9])=[CH:4][C:5](=[O:8])[NH:6][CH:7]=1.O[CH:11]1[CH2:16][CH2:15][N:14]([C:17]([O:19][C:20]([CH3:23])([CH3:22])[CH3:21])=[O:18])[CH2:13][CH2:12]1.C1(P(C2C=CC=CC=2)C2C=CC=CC=2)C=CC=CC=1.N(C(OC(C)C)=O)=NC(OC(C)C)=O. Product: [Cl:1][C:2]1[C:3]([O:9][CH:11]2[CH2:16][CH2:15][N:14]([C:17]([O:19][C:20]([CH3:23])([CH3:22])[CH3:21])=[O:18])[CH2:13][CH2:12]2)=[CH:4][C:5](=[O:8])[NH:6][CH:7]=1. The catalyst class is: 794. (5) Reactant: Cl[S:2]([N:5]1[CH2:10][CH2:9][O:8][C:7]2[N:11]=[CH:12][C:13]([C:15]([O:17][CH3:18])=[O:16])=[CH:14][C:6]1=2)(=[O:4])=[O:3].Cl.[F:20][C:21]([F:29])([F:28])[CH:22]1[CH2:27][CH2:26][NH:25][CH2:24][CH2:23]1. Product: [F:20][C:21]([F:29])([F:28])[CH:22]1[CH2:27][CH2:26][N:25]([S:2]([N:5]2[CH2:10][CH2:9][O:8][C:7]3[N:11]=[CH:12][C:13]([C:15]([O:17][CH3:18])=[O:16])=[CH:14][C:6]2=3)(=[O:4])=[O:3])[CH2:24][CH2:23]1. The catalyst class is: 2. (6) Reactant: [OH:1][C:2]1[C:10]2[O:9][CH2:8][C:7](=[O:11])[C:6]=2[CH:5]=[CH:4][C:3]=1[O:12][CH3:13].C(=O)([O-])[O-].[K+].[K+].[C:20]([N:27]1[CH2:32][CH2:31][CH:30](Br)[CH2:29][CH2:28]1)([O:22][C:23]([CH3:26])([CH3:25])[CH3:24])=[O:21].C(OCC)(=O)C. Product: [CH3:13][O:12][C:3]1[CH:4]=[CH:5][C:6]2[C:7](=[O:11])[CH2:8][O:9][C:10]=2[C:2]=1[O:1][CH:30]1[CH2:31][CH2:32][N:27]([C:20]([O:22][C:23]([CH3:26])([CH3:25])[CH3:24])=[O:21])[CH2:28][CH2:29]1. The catalyst class is: 3. (7) Reactant: [NH:1]1[CH2:5][CH2:4][CH2:3][CH2:2]1.O=[C:7]1[CH2:12][CH2:11][N:10]([C:13]([O:15][C:16]([CH3:19])([CH3:18])[CH3:17])=[O:14])[CH2:9][CH2:8]1.CC1C=CC(S(O)(=O)=O)=CC=1. Product: [N:1]1([C:7]2[CH2:12][CH2:11][N:10]([C:13]([O:15][C:16]([CH3:19])([CH3:18])[CH3:17])=[O:14])[CH2:9][CH:8]=2)[CH2:5][CH2:4][CH2:3][CH2:2]1. The catalyst class is: 11. (8) Reactant: Br[C:2]1[CH:7]=[CH:6][C:5]([O:8][CH2:9][CH2:10][CH2:11][CH2:12][CH2:13][CH2:14][CH2:15][CH3:16])=[CH:4][CH:3]=1.[Li]CCCC.C([O:24][C:25]1[CH2:30][CH2:29][CH2:28][C:27](=O)[CH:26]=1)C.Cl. Product: [CH2:9]([O:8][C:5]1[CH:6]=[CH:7][C:2]([C:27]2[CH2:28][CH2:29][CH2:30][C:25](=[O:24])[CH:26]=2)=[CH:3][CH:4]=1)[CH2:10][CH2:11][CH2:12][CH2:13][CH2:14][CH2:15][CH3:16]. The catalyst class is: 1. (9) Reactant: [NH:1]1[C:9]2[C:4](=[CH:5][C:6]([C:10]([O:12][CH3:13])=[O:11])=[CH:7][CH:8]=2)[CH:3]=[CH:2]1.C1C(=O)N([Cl:21])C(=O)C1. Product: [Cl:21][C:3]1[C:4]2[C:9](=[CH:8][CH:7]=[C:6]([C:10]([O:12][CH3:13])=[O:11])[CH:5]=2)[NH:1][CH:2]=1. The catalyst class is: 5.